This data is from Forward reaction prediction with 1.9M reactions from USPTO patents (1976-2016). The task is: Predict the product of the given reaction. (1) The product is: [CH3:1][N:2]([CH3:31])[CH2:3][CH2:4][N:5]1[C:9]2=[CH:10][CH:11]=[C:12]3[C:17]([N:16]=[C:15]([C:18]4[CH:19]=[CH:20][C:21]([NH:22][C:32](=[O:36])[CH2:33][CH2:34][CH3:35])=[CH:23][CH:24]=4)[N:14]=[C:13]3[N:25]3[CH2:30][CH2:29][O:28][CH2:27][CH2:26]3)=[C:8]2[CH:7]=[CH:6]1. Given the reactants [CH3:1][N:2]([CH3:31])[CH2:3][CH2:4][N:5]1[C:9]2=[CH:10][CH:11]=[C:12]3[C:17]([N:16]=[C:15]([C:18]4[CH:24]=[CH:23][C:21]([NH2:22])=[CH:20][CH:19]=4)[N:14]=[C:13]3[N:25]3[CH2:30][CH2:29][O:28][CH2:27][CH2:26]3)=[C:8]2[CH:7]=[CH:6]1.[C:32](Cl)(=[O:36])[CH2:33][CH2:34][CH3:35], predict the reaction product. (2) Given the reactants [F:1][C:2]([F:25])([F:24])[CH2:3][NH:4][C:5]([C:7]1([C:15]2[CH:20]=[CH:19][C:18]([C:21]#[N:22])=[CH:17][C:16]=2Br)[N:11]2[CH:12]=[N:13][CH:14]=[C:10]2[CH2:9][CH2:8]1)=[O:6].CNCCNC.C([O-])([O-])=O.[Cs+].[Cs+], predict the reaction product. The product is: [O:6]=[C:5]1[C:7]2([N:11]3[CH:12]=[N:13][CH:14]=[C:10]3[CH2:9][CH2:8]2)[C:15]2[C:20](=[CH:19][C:18]([C:21]#[N:22])=[CH:17][CH:16]=2)[N:4]1[CH2:3][C:2]([F:25])([F:24])[F:1]. (3) Given the reactants [N:1]([CH2:4][CH2:5][O:6][C@H:7]1[CH2:30][O:29][C:10]2=[CH:11][CH:12]=[C:13]3[C:17]([N:16]([CH2:18][C@H:19]([O:21][Si:22]([C:25]([CH3:28])([CH3:27])[CH3:26])([CH3:24])[CH3:23])[CH3:20])[N:15]=[CH:14]3)=[C:9]2[CH2:8]1)=[N+]=[N-].C(N(CC)CC)C.[C:38](Cl)(=[O:40])[CH3:39].C(=O)(O)[O-].[Na+], predict the reaction product. The product is: [C:25]([Si:22]([CH3:24])([CH3:23])[O:21][C@H:19]([CH3:20])[CH2:18][N:16]1[C:17]2[C:13](=[CH:12][CH:11]=[C:10]3[O:29][CH2:30][C@H:7]([O:6][CH2:5][CH2:4][NH:1][C:38](=[O:40])[CH3:39])[CH2:8][C:9]3=2)[CH:14]=[N:15]1)([CH3:28])([CH3:27])[CH3:26]. (4) Given the reactants [Si:1]([O:18][CH:19]1[CH2:22][N:21]([C:23]2[O:24][CH:25]=[C:26]([C:28](OCC)=O)[N:27]=2)[CH2:20]1)([C:14]([CH3:17])([CH3:16])[CH3:15])([C:8]1[CH:13]=[CH:12][CH:11]=[CH:10][CH:9]=1)[C:2]1[CH:7]=[CH:6][CH:5]=[CH:4][CH:3]=1.C[NH2:34].C[Al](C)C.C(O)(=O)C, predict the reaction product. The product is: [Si:1]([O:18][CH:19]1[CH2:20][N:21]([C:23]2[O:24][CH:25]=[C:26]([C:28]#[N:34])[N:27]=2)[CH2:22]1)([C:14]([CH3:16])([CH3:17])[CH3:15])([C:8]1[CH:13]=[CH:12][CH:11]=[CH:10][CH:9]=1)[C:2]1[CH:7]=[CH:6][CH:5]=[CH:4][CH:3]=1. (5) The product is: [C:29]([O:28][C:26]([N:17]1[CH2:16][CH2:15][CH:14]([N:3]2[C:2](=[O:1])[C:10]3[C:9]([C:11]([OH:13])=[O:12])=[CH:8][CH:7]=[CH:6][C:5]=3[CH2:4]2)[CH2:19][CH2:18]1)=[O:27])([CH3:32])([CH3:31])[CH3:30]. Given the reactants [O:1]=[C:2]1[C:10]2[C:9]([C:11]([OH:13])=[O:12])=[CH:8][CH:7]=[CH:6][C:5]=2[CH2:4][N:3]1[CH:14]1[CH2:19][CH2:18][NH:17][CH2:16][CH2:15]1.N1C=CC=CC=1.[C:26](O[C:26]([O:28][C:29]([CH3:32])([CH3:31])[CH3:30])=[O:27])([O:28][C:29]([CH3:32])([CH3:31])[CH3:30])=[O:27], predict the reaction product. (6) Given the reactants [Br:1][CH2:2][CH:3]([OH:6])[CH2:4][Br:5].N1C=CN=C1.[C:12]([Si:16](Cl)([C:23]1[CH:28]=[CH:27][CH:26]=[CH:25][CH:24]=1)[C:17]1[CH:22]=[CH:21][CH:20]=[CH:19][CH:18]=1)([CH3:15])([CH3:14])[CH3:13], predict the reaction product. The product is: [Br:1][CH2:2][CH:3]([CH2:4][Br:5])[O:6][Si:16]([C:12]([CH3:15])([CH3:14])[CH3:13])([C:23]1[CH:24]=[CH:25][CH:26]=[CH:27][CH:28]=1)[C:17]1[CH:22]=[CH:21][CH:20]=[CH:19][CH:18]=1.